From a dataset of Full USPTO retrosynthesis dataset with 1.9M reactions from patents (1976-2016). Predict the reactants needed to synthesize the given product. (1) The reactants are: C[Si](C)(C)[C:3]1[S:4][CH:5]=[CH:6][N:7]=1.C([Li])CCC.[CH2:15]1[O:25][C:18]2([CH2:23][CH2:22][C:21](=[O:24])[CH2:20][CH2:19]2)[O:17][CH2:16]1.O. Given the product [S:4]1[C:5]([C:21]2([OH:24])[CH2:22][CH2:23][C:18]3([O:25][CH2:15][CH2:16][O:17]3)[CH2:19][CH2:20]2)=[CH:6][N:7]=[CH:3]1, predict the reactants needed to synthesize it. (2) Given the product [CH2:1]([O:3][C:4](=[O:9])[CH2:5][CH2:6][CH2:7][NH:21][C:20]1[CH:22]=[CH:23][CH:24]=[C:18]([Br:17])[CH:19]=1)[CH3:2], predict the reactants needed to synthesize it. The reactants are: [CH2:1]([O:3][C:4](=[O:9])[CH2:5][CH:6](Br)[CH3:7])[CH3:2].C(N(CC)CC)C.[Br:17][C:18]1[CH:19]=[C:20]([CH:22]=[CH:23][CH:24]=1)[NH2:21]. (3) Given the product [NH:28]1[CH2:29][CH2:30][CH:25]([C:22]2[CH:23]=[CH:24][C:19]([NH:18][C:10]3[N:9]=[C:8]([CH2:7][CH2:6][C:5]4[CH:38]=[CH:39][CH:40]=[C:41]([C:42]([F:43])([F:44])[F:45])[C:4]=4[CH2:3][C:2]([NH2:1])=[O:46])[C:13]([C:14]([F:17])([F:15])[F:16])=[CH:12][N:11]=3)=[CH:20][CH:21]=2)[CH2:26][CH2:27]1, predict the reactants needed to synthesize it. The reactants are: [NH2:1][C:2](=[O:46])[CH2:3][C:4]1[C:41]([C:42]([F:45])([F:44])[F:43])=[CH:40][CH:39]=[CH:38][C:5]=1[CH2:6][CH2:7][C:8]1[C:13]([C:14]([F:17])([F:16])[F:15])=[CH:12][N:11]=[C:10]([NH:18][C:19]2[CH:24]=[CH:23][C:22]([CH:25]3[CH2:30][CH2:29][N:28](C(OC(C)(C)C)=O)[CH2:27][CH2:26]3)=[CH:21][CH:20]=2)[N:9]=1.C(O)(C(F)(F)F)=O. (4) The reactants are: Cl[C:2]1[CH:3]=[CH:4][C:5]2[N:6]([C:8]([CH:11]([C:13]3[C:14]([F:24])=[C:15]4[C:20](=[CH:21][C:22]=3[F:23])[N:19]=[CH:18][CH:17]=[CH:16]4)[CH3:12])=[CH:9][N:10]=2)[N:7]=1.[F-].[K+].Cl.[CH3:28][CH:29]1[CH2:34][NH:33][C:32](=[O:35])[CH2:31][NH:30]1. Given the product [F:24][C:14]1[C:13]([CH:11]([C:8]2[N:6]3[N:7]=[C:2]([N:30]4[CH:29]([CH3:28])[CH2:34][NH:33][C:32](=[O:35])[CH2:31]4)[CH:3]=[CH:4][C:5]3=[N:10][CH:9]=2)[CH3:12])=[C:22]([F:23])[CH:21]=[C:20]2[C:15]=1[CH:16]=[CH:17][CH:18]=[N:19]2, predict the reactants needed to synthesize it. (5) Given the product [CH2:26]([O:25][C:23]([N:11]1[CH2:12][CH2:13][N:8]([C:1]([O:3][C:4]([CH3:7])([CH3:6])[CH3:5])=[O:2])[CH2:9][C@H:10]1[CH3:14])=[O:24])[CH3:27], predict the reactants needed to synthesize it. The reactants are: [C:1]([N:8]1[CH2:13][CH2:12][NH:11][C@H:10]([CH3:14])[CH2:9]1)([O:3][C:4]([CH3:7])([CH3:6])[CH3:5])=[O:2].C(N(CC)CC)C.Cl[C:23]([O:25][CH2:26][CH3:27])=[O:24]. (6) Given the product [CH3:12][O:13][C:14]1[CH:15]=[C:16]([CH2:6][C:7]([Cl:9])=[O:8])[CH:17]=[CH:18][C:19]=1[O:20][CH3:21], predict the reactants needed to synthesize it. The reactants are: CN(C)C=O.[C:6](Cl)(=O)[C:7]([Cl:9])=[O:8].[CH3:12][O:13][C:14]1[CH:15]=[C:16](CC(O)=O)[CH:17]=[CH:18][C:19]=1[O:20][CH3:21]. (7) The reactants are: [C:1]([C:3]1[CH:23]=[CH:22][C:6]([CH2:7][N:8]=C(C2C=CC=CC=2)C2C=CC=CC=2)=[CH:5][CH:4]=1)#[N:2].[CH:24]([N-]C(C)C)(C)C.[Li+].C(NC(C)C)(C)C.C([Li])CCC.CI. Given the product [C:1]([C:3]1[CH:4]=[CH:5][C:6]([CH:7]([NH2:8])[CH3:24])=[CH:22][CH:23]=1)#[N:2], predict the reactants needed to synthesize it. (8) Given the product [CH:25]1([C:23]#[C:24][C:2]2[CH:3]=[C:4]([C:8](=[O:22])[C:9]([C:11]3[CH:16]=[CH:15][C:14]([O:17][CH:18]([F:20])[F:19])=[C:13]([CH3:21])[CH:12]=3)=[O:10])[CH:5]=[CH:6][CH:7]=2)[CH2:27][CH2:26]1, predict the reactants needed to synthesize it. The reactants are: Br[C:2]1[CH:3]=[C:4]([C:8](=[O:22])[C:9]([C:11]2[CH:16]=[CH:15][C:14]([O:17][CH:18]([F:20])[F:19])=[C:13]([CH3:21])[CH:12]=2)=[O:10])[CH:5]=[CH:6][CH:7]=1.[C:23]([CH:25]1[CH2:27][CH2:26]1)#[CH:24].C(N(CC)CC)C.N#N. (9) Given the product [F:20][C:19]([F:21])([F:22])[O:18][C:15]1[CH:14]=[CH:13][C:12]([CH2:11][CH:5]([CH2:6][OH:7])[CH2:4][OH:3])=[CH:17][CH:16]=1, predict the reactants needed to synthesize it. The reactants are: C([O:3][C:4](=O)[CH:5]([CH2:11][C:12]1[CH:17]=[CH:16][C:15]([O:18][C:19]([F:22])([F:21])[F:20])=[CH:14][CH:13]=1)[C:6](OCC)=[O:7])C.[H-].[Al+3].[Li+].[H-].[H-].[H-].Cl.